This data is from Full USPTO retrosynthesis dataset with 1.9M reactions from patents (1976-2016). The task is: Predict the reactants needed to synthesize the given product. Given the product [C:1]([C:4]1[O:8][C:7]2[C:9](=[O:19])[C:10]3[C:15]([C:16](=[O:17])[C:6]=2[CH:5]=1)=[C:14]([OH:18])[CH:13]=[CH:12][CH:11]=3)(=[O:3])[CH3:2], predict the reactants needed to synthesize it. The reactants are: [C:1]([CH:4]1[O:8][C:7]2[C:9](=[O:19])[C:10]3[C:15]([C:16](=[O:17])[C:6]=2[CH2:5]1)=[C:14]([OH:18])[CH:13]=[CH:12][CH:11]=3)(=[O:3])[CH3:2].